From a dataset of Reaction yield outcomes from USPTO patents with 853,638 reactions. Predict the reaction yield, written as a fraction of the theoretical maximum amount of product (1.0 means a 100% yield; for example, 0.34 means a 34% yield). (1) The reactants are [CH3:1][C:2]1[NH:3][C:4]2[CH:10]=[C:9]([NH2:11])[CH:8]=[CH:7][C:5]=2[N:6]=1.[Br:12]Br. The catalyst is CC(O)=O. The product is [CH3:1][C:2]1[NH:3][C:4]2[C:10]([Br:12])=[C:9]([NH2:11])[CH:8]=[CH:7][C:5]=2[N:6]=1. The yield is 0.410. (2) The reactants are C([O:5][C:6](=[O:29])[CH2:7][O:8][N:9]([C:18](=[O:28])[CH:19]=[C:20]1[C:24](=[O:25])[O:23][C:22]([CH3:27])([CH3:26])[O:21]1)[CH2:10][C:11]1[CH:16]=[CH:15][C:14]([F:17])=[CH:13][CH:12]=1)(C)(C)C.FC(F)(F)C(O)=O. The product is [CH3:26][C:22]1([CH3:27])[O:21][C:20](=[CH:19][C:18]([N:9]([CH2:10][C:11]2[CH:12]=[CH:13][C:14]([F:17])=[CH:15][CH:16]=2)[O:8][CH2:7][C:6]([OH:29])=[O:5])=[O:28])[C:24](=[O:25])[O:23]1. The yield is 1.00. The catalyst is ClCCl. (3) The reactants are [C:1](=[S:12])([S:7][CH2:8][C:9]([OH:11])=O)SCC(O)=O.C(=O)([O-])[O-].[K+].[K+].[F:19][C:20]([F:30])([F:29])[C:21]1[CH:28]=[CH:27][CH:26]=[CH:25][C:22]=1[CH2:23][NH2:24]. The catalyst is O. The product is [F:19][C:20]([F:29])([F:30])[C:21]1[CH:28]=[CH:27][CH:26]=[CH:25][C:22]=1[CH2:23][N:24]1[C:9](=[O:11])[CH2:8][S:7][C:1]1=[S:12]. The yield is 0.610. (4) The reactants are [NH:1]1[CH2:6][CH:5]=[CH:4][CH2:3][CH2:2]1.C(N(CC)CC)C.Cl[C:15]([O:17][CH2:18][C:19]1[CH:24]=[CH:23][CH:22]=[CH:21][CH:20]=1)=[O:16]. The catalyst is C(Cl)Cl.CCOCC. The product is [N:1]1([C:15]([O:17][CH2:18][C:19]2[CH:24]=[CH:23][CH:22]=[CH:21][CH:20]=2)=[O:16])[CH2:2][CH2:3][CH:4]=[CH:5][CH2:6]1. The yield is 0.780. (5) The reactants are [CH2:1]([N:3]1[C:12]2[C:7](=[CH:8][C:9]([NH:13][C:14](=[O:18])/[CH:15]=[CH:16]/[CH3:17])=[CH:10][CH:11]=2)[C:6](=[O:19])[N:5]([CH2:20][CH3:21])[C:4]1=[O:22])[CH3:2].[N+:23]([CH3:26])([O-:25])=[O:24].C1CCN2C(=NCCC2)CC1. The catalyst is CC(N(C)C)=O.[Cl-].[Na+].O. The product is [CH2:1]([N:3]1[C:12]2[C:7](=[CH:8][C:9]([NH:13][C:14](=[O:18])[CH2:15][CH:16]([CH3:17])[CH2:26][N+:23]([O-:25])=[O:24])=[CH:10][CH:11]=2)[C:6](=[O:19])[N:5]([CH2:20][CH3:21])[C:4]1=[O:22])[CH3:2]. The yield is 0.880.